From a dataset of NCI-60 drug combinations with 297,098 pairs across 59 cell lines. Regression. Given two drug SMILES strings and cell line genomic features, predict the synergy score measuring deviation from expected non-interaction effect. (1) Drug 1: CC1=C(C(=CC=C1)Cl)NC(=O)C2=CN=C(S2)NC3=CC(=NC(=N3)C)N4CCN(CC4)CCO. Synergy scores: CSS=10.6, Synergy_ZIP=-3.11, Synergy_Bliss=1.42, Synergy_Loewe=-77.2, Synergy_HSA=-0.728. Cell line: UO-31. Drug 2: C1CN(P(=O)(OC1)NCCCl)CCCl. (2) Drug 1: C1CCC(C1)C(CC#N)N2C=C(C=N2)C3=C4C=CNC4=NC=N3. Drug 2: CC1C(C(CC(O1)OC2CC(OC(C2O)C)OC3=CC4=CC5=C(C(=O)C(C(C5)C(C(=O)C(C(C)O)O)OC)OC6CC(C(C(O6)C)O)OC7CC(C(C(O7)C)O)OC8CC(C(C(O8)C)O)(C)O)C(=C4C(=C3C)O)O)O)O. Cell line: MALME-3M. Synergy scores: CSS=8.54, Synergy_ZIP=2.35, Synergy_Bliss=7.42, Synergy_Loewe=6.12, Synergy_HSA=6.07.